This data is from Reaction yield outcomes from USPTO patents with 853,638 reactions. The task is: Predict the reaction yield, written as a fraction of the theoretical maximum amount of product (1.0 means a 100% yield; for example, 0.34 means a 34% yield). (1) The reactants are [Br:1][C:2]1[N:6]=[C:5]([CH:7]=O)[N:4]([CH3:9])[N:3]=1.[Cl-].[CH3:11][C:12]1[CH:17]=[C:16]([CH3:18])[N:15]2[N:19]=[C:20]([CH2:22][P+](C3C=CC=CC=3)(C3C=CC=CC=3)C3C=CC=CC=3)[N:21]=[C:14]2[N:13]=1.C1CCN2C(=NCCC2)CC1. The catalyst is O1CCCC1. The product is [Br:1][C:2]1[N:6]=[C:5]([CH:7]=[CH:22][C:20]2[N:21]=[C:14]3[N:13]=[C:12]([CH3:11])[CH:17]=[C:16]([CH3:18])[N:15]3[N:19]=2)[N:4]([CH3:9])[N:3]=1. The yield is 0.474. (2) The reactants are Cl[C:2]([O:4][CH:5]([CH3:7])[CH3:6])=[O:3].C1(C)C=CC=CC=1.[CH3:15][O:16][C:17](=[O:31])[C:18]1[CH:23]=[C:22]([CH:24]=[CH2:25])[C:21]([C:26]([F:29])([F:28])[F:27])=[CH:20][C:19]=1[NH2:30].N1C=CC=CC=1. The catalyst is C(Cl)Cl. The product is [CH3:15][O:16][C:17](=[O:31])[C:18]1[CH:23]=[C:22]([CH:24]=[CH2:25])[C:21]([C:26]([F:28])([F:27])[F:29])=[CH:20][C:19]=1[NH:30][C:2]([O:4][CH:5]([CH3:7])[CH3:6])=[O:3]. The yield is 0.870. (3) The yield is 0.810. The reactants are [NH2:1][C:2]1[CH:3]=[C:4]2[C:8](=[CH:9][CH:10]=1)[NH:7][C:6](=[O:11])[CH2:5]2.[CH3:12][O:13][C:14]([C:16]1[CH:24]=[CH:23][C:19]([C:20](Cl)=[O:21])=[CH:18][CH:17]=1)=[O:15]. The catalyst is N1C=CC=CC=1. The product is [CH3:12][O:13][C:14]([C:16]1[CH:24]=[CH:23][C:19]([C:20]([NH:1][C:2]2[CH:3]=[C:4]3[C:8](=[CH:9][CH:10]=2)[NH:7][C:6](=[O:11])[CH2:5]3)=[O:21])=[CH:18][CH:17]=1)=[O:15]. (4) The reactants are [CH3:1][N:2]1[CH2:7][CH2:6][N:5]([C:8]2[CH:13]=[CH:12][C:11]([N+:14]([O-])=O)=[C:10]([N:17]3[CH2:22][CH2:21][CH:20]([CH3:23])[CH2:19][CH2:18]3)[CH:9]=2)[CH2:4][CH2:3]1.[C:24]([C:26]1[O:30][C:29]([C:31](O)=[O:32])=[CH:28][CH:27]=1)#[N:25].C(Cl)(=O)C(Cl)=O.CCN(C(C)C)C(C)C. The catalyst is [Pd].CO.ClCCl. The product is [CH3:1][N:2]1[CH2:7][CH2:6][N:5]([C:8]2[CH:13]=[CH:12][C:11]([NH:14][C:31]([C:29]3[O:30][C:26]([C:24]#[N:25])=[CH:27][CH:28]=3)=[O:32])=[C:10]([N:17]3[CH2:22][CH2:21][CH:20]([CH3:23])[CH2:19][CH2:18]3)[CH:9]=2)[CH2:4][CH2:3]1. The yield is 0.540.